This data is from Reaction yield outcomes from USPTO patents with 853,638 reactions. The task is: Predict the reaction yield, written as a fraction of the theoretical maximum amount of product (1.0 means a 100% yield; for example, 0.34 means a 34% yield). (1) The reactants are [CH3:1][C:2]1[CH:3]=[CH:4][C:5]([NH2:8])=[N:6][CH:7]=1.[Cl-].C[Al+]C.[C:13]([NH:16][C:17]1[N:18]=[CH:19][C:20]([O:23][C:24]2[C:25]3[C:29]([CH:30]=[C:31]([C:33](OCC)=[O:34])[CH:32]=2)=[N:28][N:27]([CH2:38][CH3:39])[CH:26]=3)=[N:21][CH:22]=1)(=[O:15])[CH3:14].N1C=CC=CC=1.C(Cl)(=O)C. The catalyst is COCCOC.C(OCC)(=O)C.[C@H](O)(C([O-])=O)[C@@H](O)C([O-])=O.[Na+].[K+]. The product is [C:13]([NH:16][C:17]1[N:18]=[CH:19][C:20]([O:23][C:24]2[C:25]3[C:29]([CH:30]=[C:31]([C:33]([NH:8][C:5]4[CH:4]=[CH:3][C:2]([CH3:1])=[CH:7][N:6]=4)=[O:34])[CH:32]=2)=[N:28][N:27]([CH2:38][CH3:39])[CH:26]=3)=[N:21][CH:22]=1)(=[O:15])[CH3:14]. The yield is 0.460. (2) The reactants are CC1(C)C(C)(C)OB([C:9]2[CH:17]=[CH:16][CH:15]=[C:14]3[C:10]=2[CH2:11][CH2:12][C@H:13]3[NH:18][C:19](=[O:25])[O:20][C:21]([CH3:24])([CH3:23])[CH3:22])O1.Br[C:28]1[O:32][C:31]([C:33]2[CH:34]=[CH:35][C:36]([O:41][CH:42]([CH3:44])[CH3:43])=[C:37]([CH:40]=2)[C:38]#[N:39])=[N:30][CH:29]=1.C(=O)([O-])[O-].[K+].[K+].CC(O)C(O)C.O. No catalyst specified. The product is [C:38]([C:37]1[CH:40]=[C:33]([C:31]2[O:32][C:28]([C:9]3[CH:17]=[CH:16][CH:15]=[C:14]4[C:10]=3[CH2:11][CH2:12][C@H:13]4[NH:18][C:19](=[O:25])[O:20][C:21]([CH3:22])([CH3:23])[CH3:24])=[CH:29][N:30]=2)[CH:34]=[CH:35][C:36]=1[O:41][CH:42]([CH3:44])[CH3:43])#[N:39]. The yield is 0.670.